Dataset: Reaction yield outcomes from USPTO patents with 853,638 reactions. Task: Predict the reaction yield, written as a fraction of the theoretical maximum amount of product (1.0 means a 100% yield; for example, 0.34 means a 34% yield). (1) No catalyst specified. The product is [CH3:35][C:34]1[NH:36][C:64]([CH3:59])=[CH:63][C:62](=[O:76])[C:61]=1[CH2:60][NH:65][C:27]([C:12]1[CH:13]=[C:14]([C:16]2[CH:21]=[CH:20][C:19]([O:22][CH2:23][CH2:24][O:25][CH3:26])=[CH:18][CH:17]=2)[CH:15]=[C:10]([N:9]([C@H:6]2[CH2:7][CH2:8][C@H:3]([N:2]([CH3:33])[CH3:1])[CH2:4][CH2:5]2)[CH2:31][CH3:32])[C:11]=1[CH3:30])=[O:29]. The reactants are [CH3:1][N:2]([CH3:33])[C@H:3]1[CH2:8][CH2:7][C@H:6]([N:9]([CH2:31][CH3:32])[C:10]2[C:11]([CH3:30])=[C:12]([C:27]([OH:29])=O)[CH:13]=[C:14]([C:16]3[CH:21]=[CH:20][C:19]([O:22][CH2:23][CH2:24][O:25][CH3:26])=[CH:18][CH:17]=3)[CH:15]=2)[CH2:5][CH2:4]1.[CH2:34]([N:36](CC)CC)[CH3:35].C1CN([P+](ON2N=[N:65][C:60]3[CH:61]=[CH:62][CH:63]=[CH:64][C:59]2=3)(N2CCCC2)N2CCCC2)CC1.F[P-](F)(F)(F)(F)F.CS(C)=[O:76]. The yield is 0.414. (2) The reactants are CN(C)/C=[CH:4]/[C:5]1[C:14]([N+:15]([O-:17])=[O:16])=[C:13]2[C:8]([CH:9]=[CH:10][CH:11]=[N:12]2)=[CH:7][CH:6]=1.C1C[O:22]CC1.O. No catalyst specified. The product is [N+:15]([C:14]1[C:5]([CH:4]=[O:22])=[CH:6][CH:7]=[C:8]2[C:13]=1[N:12]=[CH:11][CH:10]=[CH:9]2)([O-:17])=[O:16]. The yield is 0.710. (3) The reactants are Cl[C:2]1[CH:11]=[CH:10][C:5]([C:6]([O:8][CH3:9])=[O:7])=[CH:4][N:3]=1.[CH3:12][NH:13][CH3:14].CO. No catalyst specified. The product is [CH3:12][N:13]([CH3:14])[C:2]1[CH:11]=[CH:10][C:5]([C:6]([O:8][CH3:9])=[O:7])=[CH:4][N:3]=1. The yield is 0.980. (4) The reactants are Cl[C:2]1[N:7]=[CH:6][N:5]=[C:4]([N:8]2[CH2:13][CH2:12][CH:11]([C:14]3[O:18][N:17]=[C:16]([C:19]([F:22])([CH3:21])[CH3:20])[N:15]=3)[CH2:10][CH2:9]2)[C:3]=1[F:23].[NH2:24][C:25]1[CH:35]=[CH:34][C:28]([C:29]([O:31][CH2:32][CH3:33])=[O:30])=[CH:27][C:26]=1[F:36].C([O-])([O-])=O.[Cs+].[Cs+]. The catalyst is O1CCOCC1.C(O[Pd]OC(=O)C)(=O)C.C(P(C(C)(C)C)[C-]1C=CC=C1)(C)(C)C.[C-]1(P(C(C)(C)C)C(C)(C)C)C=CC=C1.[Fe+2]. The product is [F:36][C:26]1[CH:27]=[C:28]([CH:34]=[CH:35][C:25]=1[NH:24][C:2]1[C:3]([F:23])=[C:4]([N:8]2[CH2:13][CH2:12][CH:11]([C:14]3[O:18][N:17]=[C:16]([C:19]([F:22])([CH3:21])[CH3:20])[N:15]=3)[CH2:10][CH2:9]2)[N:5]=[CH:6][N:7]=1)[C:29]([O:31][CH2:32][CH3:33])=[O:30]. The yield is 0.700. (5) The reactants are [CH:1]1[C:13]2[CH:12]([CH2:14][O:15][C:16]([NH:18][CH2:19][CH2:20][CH2:21][O:22][C:23]3[CH:30]=[CH:29][C:26](C=O)=[CH:25][CH:24]=3)=[O:17])[C:11]3[C:6](=[CH:7][CH:8]=[CH:9][CH:10]=3)[C:5]=2[CH:4]=[CH:3][CH:2]=1.CO[CH:33]([O:36][CH3:37])[O:34][CH3:35].C1(C)C=CC(S(O)(=O)=O)=CC=1.C(N(CC)CC)C. The catalyst is ClCCl.CO. The product is [CH3:37][O:36][CH:33]([O:34][CH3:35])[C:26]1[CH:29]=[CH:30][C:23]([O:22][CH2:21][CH2:20][CH2:19][NH:18][C:16]([O:15][CH2:14][CH:12]2[C:13]3[CH:1]=[CH:2][CH:3]=[CH:4][C:5]=3[C:6]3[C:11]2=[CH:10][CH:9]=[CH:8][CH:7]=3)=[O:17])=[CH:24][CH:25]=1. The yield is 0.950. (6) The reactants are C1C(=O)N([Br:8])C(=O)C1.C(OOC(=O)C1C=CC=CC=1)(=O)C1C=CC=CC=1.[I:27][C:28]1[CH:33]=[CH:32][C:31]([CH3:34])=[C:30]([N+:35]([O-:37])=[O:36])[CH:29]=1. The catalyst is C(Cl)(Cl)(Cl)Cl. The product is [Br:8][CH2:34][C:31]1[CH:32]=[CH:33][C:28]([I:27])=[CH:29][C:30]=1[N+:35]([O-:37])=[O:36]. The yield is 0.450. (7) The reactants are C1(P(C2CCCCC2)C2C=CC=CC=2C2C(OC)=CC=CC=2OC)CCCCC1.C(=O)([O-])[O-].[K+].[K+].[CH3:36][N:37]([CH2:39][C:40]1[CH:45]=[C:44]([OH:46])[CH:43]=[CH:42][C:41]=1B(O)O)[CH3:38].[F:50][C:51]1[CH:52]=[CH:53][C:54]2[N:55]([CH:57]=[C:58]([C:60]([NH:62][C@H:63]3[CH2:68][CH2:67][C@@H:66]([N:69]4[C:74](=[O:75])[C:73]5[CH:76]=[C:77]([F:80])[CH:78]=[N:79][C:72]=5[N:71]([C:81]5[CH:86]=[CH:85][CH:84]=[C:83](I)[CH:82]=5)[C:70]4=[O:88])[CH2:65][CH2:64]3)=[O:61])[N:59]=2)[CH:56]=1. The catalyst is C(#N)C.O.C([O-])(=O)C.[Pd+2].C([O-])(=O)C. The product is [CH3:36][N:37]([CH2:39][C:40]1[CH:45]=[C:44]([OH:46])[CH:43]=[CH:42][C:41]=1[C:85]1[CH:84]=[CH:83][CH:82]=[C:81]([N:71]2[C:72]3[N:79]=[CH:78][C:77]([F:80])=[CH:76][C:73]=3[C:74](=[O:75])[N:69]([C@@H:66]3[CH2:67][CH2:68][C@H:63]([NH:62][C:60]([C:58]4[N:59]=[C:54]5[CH:53]=[CH:52][C:51]([F:50])=[CH:56][N:55]5[CH:57]=4)=[O:61])[CH2:64][CH2:65]3)[C:70]2=[O:88])[CH:86]=1)[CH3:38]. The yield is 0.100. (8) The catalyst is CCOC(C)=O. The reactants are [CH2:1]([O:10][C:11](=[O:24])[C@@H:12]1[CH2:16][CH2:15][CH2:14][N:13]1C(OC(C)(C)C)=O)[C:2]([C:4]1[CH:9]=[CH:8][CH:7]=[CH:6][CH:5]=1)=[O:3].Cl. The product is [CH2:1]([O:10][C:11](=[O:24])[C@@H:12]1[CH2:16][CH2:15][CH2:14][NH:13]1)[C:2]([C:4]1[CH:9]=[CH:8][CH:7]=[CH:6][CH:5]=1)=[O:3]. The yield is 0.940.